Dataset: Forward reaction prediction with 1.9M reactions from USPTO patents (1976-2016). Task: Predict the product of the given reaction. Given the reactants [Br:1][C:2]1[CH:3]=[CH:4][C:5]([C:8]([OH:10])=[O:9])=[N:6][CH:7]=1.S(Cl)(Cl)=O.[CH2:15](O)[CH3:16], predict the reaction product. The product is: [Br:1][C:2]1[CH:3]=[CH:4][C:5]([C:8]([O:10][CH2:15][CH3:16])=[O:9])=[N:6][CH:7]=1.